From a dataset of Forward reaction prediction with 1.9M reactions from USPTO patents (1976-2016). Predict the product of the given reaction. (1) Given the reactants [CH2:1]([O:3][C:4]([N:6]1[C:15]2[C:10](=[CH:11][C:12]([C:16]([F:19])([F:18])[F:17])=[CH:13][CH:14]=2)[C@@H:9]([OH:20])[CH2:8][C@H:7]1[CH2:21][CH3:22])=[O:5])[CH3:2].[Br-].[K+].Cl[O-].[Na+].C(=O)([O-])O.[Na+].S([O-])([O-])(=O)=S.[Na+].[Na+], predict the reaction product. The product is: [CH2:1]([O:3][C:4]([N:6]1[C:15]2[C:10](=[CH:11][C:12]([C:16]([F:17])([F:18])[F:19])=[CH:13][CH:14]=2)[C:9](=[O:20])[CH2:8][CH:7]1[CH2:21][CH3:22])=[O:5])[CH3:2]. (2) Given the reactants [F:1][C:2]1[CH:3]=[C:4]([CH:7]=[C:8]([O:11]C)[C:9]=1[OH:10])[CH:5]=[O:6].B(Br)(Br)Br.N#N, predict the reaction product. The product is: [F:1][C:2]1[CH:3]=[C:4]([CH:7]=[C:8]([OH:11])[C:9]=1[OH:10])[CH:5]=[O:6]. (3) Given the reactants [N:1]([CH2:4][C@@H:5]([NH2:15])[CH2:6][C:7]1[CH:12]=[CH:11][C:10]([O:13][CH3:14])=[CH:9][CH:8]=1)=[N+:2]=[N-:3].N[C@@H](CC1C=CC(OC)=CC=1)C[OH:19].COC1C=CC(C[C@@H](C(O)=O)N)=CC=1.O[C:44]1[C:52]2[C:47](=[CH:48][CH:49]=[CH:50][CH:51]=2)[N:46]([CH3:53])[C:45]=1[C:54]([OH:56])=O, predict the reaction product. The product is: [N:1]([CH2:4][C@@H:5]([NH:15][C:54]([C:45]1[N:46]([CH3:53])[C:47]2[C:52]([CH:44]=1)=[C:51]([OH:19])[CH:50]=[CH:49][CH:48]=2)=[O:56])[CH2:6][C:7]1[CH:12]=[CH:11][C:10]([O:13][CH3:14])=[CH:9][CH:8]=1)=[N+:2]=[N-:3]. (4) Given the reactants [CH3:1][O:2][C:3]1[CH:12]=[C:7]([C:8](OC)=[O:9])[C:6]([NH2:13])=[CH:5][C:4]=1[O:14][CH2:15][CH2:16][CH2:17][CH2:18][Cl:19].C([O-])([O-])OC.C([O-])(=O)C.[NH4+:29].[CH3:30]O, predict the reaction product. The product is: [CH3:1][O:2][C:3]1[CH:12]=[C:7]2[C:6](=[CH:5][C:4]=1[O:14][CH2:15][CH2:16][CH2:17][CH2:18][Cl:19])[N:13]=[CH:30][NH:29][C:8]2=[O:9]. (5) Given the reactants [Cl:1][C:2]1[N:10]=[C:9]2[C:5]([NH:6][CH:7]=[N:8]2)=[C:4](Cl)[N:3]=1.[N+:12]([C:15]1[CH:23]=[C:22]2[C:18]([CH2:19][CH2:20][NH:21]2)=[CH:17][CH:16]=1)([O-:14])=[O:13], predict the reaction product. The product is: [Cl:1][C:2]1[N:10]=[C:9]2[C:5]([N:6]=[CH:7][N:8]2[N:21]2[C:22]3[C:18](=[CH:17][CH:16]=[C:15]([N+:12]([O-:14])=[O:13])[CH:23]=3)[CH2:19][CH2:20]2)=[CH:4][N:3]=1. (6) Given the reactants Br[C:2]1[CH:7]=[CH:6][C:5]([C:8]([N:10]2[CH2:15][CH2:14][N:13]([C:16]3[CH:21]=[CH:20][CH:19]=[CH:18][C:17]=3[C:22]([CH3:25])([CH3:24])[CH3:23])[CH2:12][CH2:11]2)=[O:9])=[CH:4][CH:3]=1.CC1(C)C(C)(C)OB([C:34]2[CH:39]=[CH:38][C:37]([CH2:40][C:41]([OH:43])=[O:42])=[CH:36][CH:35]=2)O1.C(=O)([O-])[O-].[Na+].[Na+].Cl, predict the reaction product. The product is: [C:22]([C:17]1[CH:18]=[CH:19][CH:20]=[CH:21][C:16]=1[N:13]1[CH2:14][CH2:15][N:10]([C:8]([C:5]2[CH:6]=[CH:7][C:2]([C:34]3[CH:39]=[CH:38][C:37]([CH2:40][C:41]([OH:43])=[O:42])=[CH:36][CH:35]=3)=[CH:3][CH:4]=2)=[O:9])[CH2:11][CH2:12]1)([CH3:25])([CH3:24])[CH3:23]. (7) Given the reactants [NH2:1][C:2]1[C:16](I)=[CH:15][C:5]([CH2:6][NH:7][C:8](=[O:14])[O:9][C:10]([CH3:13])([CH3:12])[CH3:11])=[C:4]([Cl:18])[CH:3]=1.O=[C:20]([CH3:24])[C:21]([OH:23])=[O:22].N12CCN(CC1)CC2, predict the reaction product. The product is: [C:10]([O:9][C:8]([NH:7][CH2:6][C:5]1[CH:15]=[C:16]2[C:2](=[CH:3][C:4]=1[Cl:18])[NH:1][C:20]([C:21]([OH:23])=[O:22])=[CH:24]2)=[O:14])([CH3:13])([CH3:12])[CH3:11].